From a dataset of Forward reaction prediction with 1.9M reactions from USPTO patents (1976-2016). Predict the product of the given reaction. Given the reactants C(O)(C(F)(F)F)=O.[N+:8]([C:11]1[CH:12]=[N:13][CH:14]=[CH:15][C:16]=1[C:17]1[CH2:18][CH2:19][N:20](C(OC(C)(C)C)=O)[CH2:21][CH:22]=1)([O-:10])=[O:9], predict the reaction product. The product is: [N+:8]([C:11]1[CH:12]=[N:13][CH:14]=[CH:15][C:16]=1[C:17]1[CH2:18][CH2:19][NH:20][CH2:21][CH:22]=1)([O-:10])=[O:9].